Dataset: Catalyst prediction with 721,799 reactions and 888 catalyst types from USPTO. Task: Predict which catalyst facilitates the given reaction. Reactant: [H-].[Na+].[Cl:3][C:4]1[CH:9]=[CH:8][C:7]([C:10]2[CH:11]=[C:12]3[C:17](=[CH:18][C:19]=2[O:20][CH3:21])[NH:16][C:15](=[O:22])[CH2:14][CH2:13]3)=[CH:6][CH:5]=1.Br[CH2:24][C:25]([O:27][C:28]([CH3:31])([CH3:30])[CH3:29])=[O:26]. Product: [Cl:3][C:4]1[CH:5]=[CH:6][C:7]([C:10]2[CH:11]=[C:12]3[C:17](=[CH:18][C:19]=2[O:20][CH3:21])[N:16]([CH2:24][C:25]([O:27][C:28]([CH3:31])([CH3:30])[CH3:29])=[O:26])[C:15](=[O:22])[CH2:14][CH2:13]3)=[CH:8][CH:9]=1. The catalyst class is: 9.